Predict the product of the given reaction. From a dataset of Forward reaction prediction with 1.9M reactions from USPTO patents (1976-2016). Given the reactants [CH3:1][O:2][C:3]1[C:4]([NH2:9])=[CH:5][CH:6]=[CH:7][CH:8]=1.[Br:10]C1C(=O)C(Br)=CC(Br)(Br)C=1, predict the reaction product. The product is: [Br:10][C:7]1[CH:6]=[CH:5][C:4]([NH2:9])=[C:3]([O:2][CH3:1])[CH:8]=1.